Dataset: Catalyst prediction with 721,799 reactions and 888 catalyst types from USPTO. Task: Predict which catalyst facilitates the given reaction. Reactant: Br[C:2]1[C:15]2[CH:14]=[CH:13][C:12]3[C:7](=[CH:8][CH:9]=[CH:10][CH:11]=3)[C:6]=2[CH:5]=[CH:4][CH:3]=1.C([Li:20])CCC. Product: [Li:20][C:2]1[C:15]2[CH:14]=[CH:13][C:12]3[C:7](=[CH:8][CH:9]=[CH:10][CH:11]=3)[C:6]=2[CH:5]=[CH:4][CH:3]=1. The catalyst class is: 194.